This data is from Reaction yield outcomes from USPTO patents with 853,638 reactions. The task is: Predict the reaction yield, written as a fraction of the theoretical maximum amount of product (1.0 means a 100% yield; for example, 0.34 means a 34% yield). The reactants are CC(C)([O-])C.[K+].Cl[CH2:8][CH:9]1[O:13][N:12]=[C:11]([CH:14]([F:16])[F:15])[CH2:10]1.[NH4+].[Cl-]. The catalyst is C1COCC1. The product is [F:15][CH:14]([F:16])[C:11]1[CH:10]2[CH:9]([CH2:8]2)[O:13][N:12]=1. The yield is 0.750.